Task: Predict the reactants needed to synthesize the given product.. Dataset: Full USPTO retrosynthesis dataset with 1.9M reactions from patents (1976-2016) (1) Given the product [OH:8][CH:9]([C:11]1[O:12][C:13]([CH2:16][N:17]2[N:21]=[C:20]([NH:22][C:23]([C:25]3[N:26]=[C:27]([CH3:41])[O:28][C:29]=3[C:30]3[CH:35]=[CH:34][CH:33]=[C:32]([O:36][C:37]([F:38])([F:39])[F:40])[CH:31]=3)=[O:24])[CH:19]=[N:18]2)=[CH:14][N:15]=1)[CH3:10], predict the reactants needed to synthesize it. The reactants are: N#N.C([Si](C)(C)[O:8][CH:9]([C:11]1[O:12][C:13]([CH2:16][N:17]2[N:21]=[C:20]([NH:22][C:23]([C:25]3[N:26]=[C:27]([CH3:41])[O:28][C:29]=3[C:30]3[CH:35]=[CH:34][CH:33]=[C:32]([O:36][C:37]([F:40])([F:39])[F:38])[CH:31]=3)=[O:24])[CH:19]=[N:18]2)=[CH:14][N:15]=1)[CH3:10])(C)(C)C.CCCC[N+](CCCC)(CCCC)CCCC.[F-]. (2) Given the product [Br:1][C:2]1[CH:3]=[C:4]([CH:9]=[C:29]([CH:30]([OH:31])[CH2:32][OH:18])[CH:11]=1)[C:5]([O:7][CH3:8])=[O:6], predict the reactants needed to synthesize it. The reactants are: [Br:1][C:2]1[CH:3]=[C:4]([CH:9]=C(C=C)[CH:11]=1)[C:5]([O:7][CH3:8])=[O:6].C[N+]1([O-])CC[O:18]CC1.[O-]S([O-])(=S)=O.[Na+].[Na+].[CH3:29][C:30]([CH3:32])=[O:31].